This data is from Forward reaction prediction with 1.9M reactions from USPTO patents (1976-2016). The task is: Predict the product of the given reaction. (1) Given the reactants [C:1]1([C@:7]2([C:18]([O:20]C)=[O:19])[CH2:11][CH2:10][C:9]([C:12]3[CH:17]=[CH:16][CH:15]=[CH:14][CH:13]=3)=[CH:8]2)[CH:6]=[CH:5][CH:4]=[CH:3][CH:2]=1.[OH-].[K+], predict the reaction product. The product is: [C:1]1([C@:7]2([C:18]([OH:20])=[O:19])[CH2:11][CH2:10][C:9]([C:12]3[CH:13]=[CH:14][CH:15]=[CH:16][CH:17]=3)=[CH:8]2)[CH:2]=[CH:3][CH:4]=[CH:5][CH:6]=1. (2) Given the reactants Cl.[Cl:2][C:3]1[CH:4]=[C:5]([C:10]2[S:14][CH:13]=[C:12]([C:15](=[N:17][NH:18][C:19]([C:21]3[S:22][C:23]([C:26]([N:28]4[CH2:33][CH2:32][N:31]([CH:34]([CH3:36])[CH3:35])[CH2:30][CH2:29]4)=[O:27])=[CH:24][CH:25]=3)=[O:20])[CH3:16])[C:11]=2[OH:37])[CH:6]=[CH:7][C:8]=1[Cl:9].[OH-].[K+], predict the reaction product. The product is: [Cl:2][C:3]1[CH:4]=[C:5]([C:10]2[S:14][CH:13]=[C:12]([C:15](=[N:17][NH:18][C:19]([C:21]3[S:22][C:23]([C:26]([N:28]4[CH2:29][CH2:30][N:31]([CH:34]([CH3:35])[CH3:36])[CH2:32][CH2:33]4)=[O:27])=[CH:24][CH:25]=3)=[O:20])[CH3:16])[C:11]=2[OH:37])[CH:6]=[CH:7][C:8]=1[Cl:9].